From a dataset of Reaction yield outcomes from USPTO patents with 853,638 reactions. Predict the reaction yield, written as a fraction of the theoretical maximum amount of product (1.0 means a 100% yield; for example, 0.34 means a 34% yield). (1) The reactants are [NH2:1][C@H:2]([C:4]([NH:6][CH:7]1[N:13]=[C:12]([C:14]2[CH:19]=[CH:18][CH:17]=[CH:16][CH:15]=2)[C:11]2[CH:20]=[CH:21][CH:22]=[CH:23][C:10]=2[N:9]([CH3:24])[C:8]1=[O:25])=[O:5])[CH3:3].[Cl:26][CH2:27][C:28](Cl)=[O:29]. The catalyst is C(Cl)Cl. The product is [Cl:26][CH2:27][C:28]([NH:1][C@H:2]([C:4]([NH:6][CH:7]1[N:13]=[C:12]([C:14]2[CH:19]=[CH:18][CH:17]=[CH:16][CH:15]=2)[C:11]2[CH:20]=[CH:21][CH:22]=[CH:23][C:10]=2[N:9]([CH3:24])[C:8]1=[O:25])=[O:5])[CH3:3])=[O:29]. The yield is 0.980. (2) The reactants are [Cl:1][C:2]1[C:3]([O:13][CH:14]2[CH2:19][CH2:18][C:17]([F:21])([F:20])[CH2:16][CH2:15]2)=[CH:4][C:5]([F:12])=[C:6]([CH:11]=1)[C:7]([O:9]C)=[O:8].[OH-].[Li+]. The catalyst is O1CCCC1.O.Cl. The product is [Cl:1][C:2]1[C:3]([O:13][CH:14]2[CH2:15][CH2:16][C:17]([F:20])([F:21])[CH2:18][CH2:19]2)=[CH:4][C:5]([F:12])=[C:6]([CH:11]=1)[C:7]([OH:9])=[O:8]. The yield is 0.830. (3) The reactants are C(N(C(C)C)CC)(C)C.[C:10]([CH:12]1[CH2:14][CH2:13]1)#[CH:11].Br[C:16]#[C:17][C:18]#[C:19][C:20]1[CH:29]=[CH:28][C:23]([C:24]([O:26][CH3:27])=[O:25])=[CH:22][CH:21]=1. The catalyst is C1COCC1.Cl[Pd](Cl)([P](C1C=CC=CC=1)(C1C=CC=CC=1)C1C=CC=CC=1)[P](C1C=CC=CC=1)(C1C=CC=CC=1)C1C=CC=CC=1.[Cu]I. The product is [CH:12]1([C:10]#[C:11][C:16]#[C:17][C:18]#[C:19][C:20]2[CH:21]=[CH:22][C:23]([C:24]([O:26][CH3:27])=[O:25])=[CH:28][CH:29]=2)[CH2:14][CH2:13]1. The yield is 0.766. (4) The reactants are [C:1]([N:8]1[CH2:12][C@@H:11]([N:13]([C:22](=[O:24])[CH3:23])[CH:14]2[CH2:19][CH2:18][C:17]([CH3:21])([CH3:20])[CH2:16][CH2:15]2)[CH2:10][C@H:9]1[C:25]([O:27]C)=[O:26])([O:3][C:4]([CH3:7])([CH3:6])[CH3:5])=[O:2].[Li+].[OH-]. The catalyst is CO.O. The product is [C:1]([N:8]1[CH2:12][C@@H:11]([N:13]([C:22](=[O:24])[CH3:23])[CH:14]2[CH2:19][CH2:18][C:17]([CH3:21])([CH3:20])[CH2:16][CH2:15]2)[CH2:10][C@H:9]1[C:25]([OH:27])=[O:26])([O:3][C:4]([CH3:7])([CH3:6])[CH3:5])=[O:2]. The yield is 0.970. (5) The reactants are [CH3:1][NH:2][C:3]1[N:8]=[C:7]([C:9]2[S:10][C:11]3[CH:19]=[CH:18][CH:17]=[CH:16][C:12]=3[C:13](=[O:15])[N:14]=2)[CH:6]=[CH:5][CH:4]=1.[O:20]1[CH:24]=[CH:23][CH:22]=[C:21]1[C:25](Cl)=[O:26].CN(C)C(=O)C. The catalyst is O. The product is [CH3:1][N:2]([C:3]1[CH:4]=[CH:5][CH:6]=[C:7]([C:9]2[S:10][C:11]3[CH:19]=[CH:18][CH:17]=[CH:16][C:12]=3[C:13](=[O:15])[N:14]=2)[N:8]=1)[C:25]([C:21]1[O:20][CH:24]=[CH:23][CH:22]=1)=[O:26]. The yield is 0.630.